Task: Predict which catalyst facilitates the given reaction.. Dataset: Catalyst prediction with 721,799 reactions and 888 catalyst types from USPTO Product: [F:1][C:2]1[CH:11]=[C:10]([NH:12][S:13]([C:16]2[CH:21]=[CH:20][C:19]([C:22]3[CH:27]=[N:26][C:25]([CH2:28][O:29][CH3:30])=[N:24][CH:23]=3)=[CH:18][CH:17]=2)(=[O:15])=[O:14])[C:9]([F:31])=[CH:8][C:3]=1[C:4]([OH:6])=[O:5]. The catalyst class is: 5. Reactant: [F:1][C:2]1[CH:11]=[C:10]([NH:12][S:13]([C:16]2[CH:21]=[CH:20][C:19]([C:22]3[CH:23]=[N:24][C:25]([CH2:28][O:29][CH3:30])=[N:26][CH:27]=3)=[CH:18][CH:17]=2)(=[O:15])=[O:14])[C:9]([F:31])=[CH:8][C:3]=1[C:4]([O:6]C)=[O:5].[OH-].[Li+].Cl.